Dataset: Peptide-MHC class I binding affinity with 185,985 pairs from IEDB/IMGT. Task: Regression. Given a peptide amino acid sequence and an MHC pseudo amino acid sequence, predict their binding affinity value. This is MHC class I binding data. (1) The peptide sequence is TPGIRYQYNI. The MHC is HLA-B07:02 with pseudo-sequence HLA-B07:02. The binding affinity (normalized) is 0.162. (2) The peptide sequence is QLQKIERWF. The MHC is HLA-B40:01 with pseudo-sequence HLA-B40:01. The binding affinity (normalized) is 0.0847. (3) The peptide sequence is LQALSNLIL. The MHC is HLA-B53:01 with pseudo-sequence HLA-B53:01. The binding affinity (normalized) is 0.213. (4) The peptide sequence is QLNAWGCAF. The MHC is Mamu-B1001 with pseudo-sequence Mamu-B1001. The binding affinity (normalized) is 0.0139.